Dataset: Forward reaction prediction with 1.9M reactions from USPTO patents (1976-2016). Task: Predict the product of the given reaction. (1) Given the reactants [OH:1][C:2]1[CH:11]=[C:10]2[C:5]([C:6]([O:12][C:13]3[CH:14]=[C:15]4[C:19](=[CH:20][CH:21]=3)[NH:18][C:17]([CH3:22])=[CH:16]4)=[N:7][CH:8]=[N:9]2)=[CH:4][CH:3]=1.[CH3:23][S:24]([CH2:27][CH2:28][CH2:29]O)(=[O:26])=[O:25], predict the reaction product. The product is: [CH3:23][S:24]([CH2:27][CH2:28][CH2:29][O:1][C:2]1[CH:11]=[C:10]2[C:5]([C:6]([O:12][C:13]3[CH:14]=[C:15]4[C:19](=[CH:20][CH:21]=3)[NH:18][C:17]([CH3:22])=[CH:16]4)=[N:7][CH:8]=[N:9]2)=[CH:4][CH:3]=1)(=[O:26])=[O:25]. (2) Given the reactants [SH:1][CH2:2][CH2:3][C:4]([OH:6])=[O:5].[F:7][C:8]([F:12])([F:11])[CH:9]=[CH2:10], predict the reaction product. The product is: [F:7][C:8]([F:12])([F:11])[CH2:9][CH2:10][S:1][CH2:2][CH2:3][C:4]([OH:6])=[O:5]. (3) The product is: [OH:8][C:9]1[CH:14]=[CH:13][N:12]=[C:11]([C:15]2[CH:20]=[CH:19][C:18]([CH2:21][C:22]#[N:23])=[CH:17][CH:16]=2)[N:10]=1. Given the reactants C([O:8][C:9]1[CH:14]=[CH:13][N:12]=[C:11]([C:15]2[CH:20]=[CH:19][C:18]([CH2:21][C:22]#[N:23])=[CH:17][CH:16]=2)[N:10]=1)C1C=CC=CC=1, predict the reaction product.